From a dataset of Catalyst prediction with 721,799 reactions and 888 catalyst types from USPTO. Predict which catalyst facilitates the given reaction. The catalyst class is: 2. Product: [NH2:7][CH2:8][CH2:9][N:10]1[C:14]2[CH:15]=[CH:16][CH:17]=[CH:18][C:13]=2[N:12]([CH3:19])[C:11]1=[O:20]. Reactant: C(OC(=O)[NH:7][CH2:8][CH2:9][N:10]1[C:14]2[CH:15]=[CH:16][CH:17]=[CH:18][C:13]=2[N:12]([CH3:19])[C:11]1=[O:20])(C)(C)C.C(O)(C(F)(F)F)=O.